This data is from Full USPTO retrosynthesis dataset with 1.9M reactions from patents (1976-2016). The task is: Predict the reactants needed to synthesize the given product. Given the product [CH2:17]([NH:18][C:5]([NH:6][CH:7]1[CH2:8][CH2:9][O:10][CH2:11][CH2:12]1)=[O:13])[C:16]#[CH:15], predict the reactants needed to synthesize it. The reactants are: C=C(O[C:5](=[O:13])[NH:6][CH:7]1[CH2:12][CH2:11][O:10][CH2:9][CH2:8]1)C.C1CCN2[C:17](=[N:18]CCC2)[CH2:16][CH2:15]1.C(N)C#C.